From a dataset of Reaction yield outcomes from USPTO patents with 853,638 reactions. Predict the reaction yield, written as a fraction of the theoretical maximum amount of product (1.0 means a 100% yield; for example, 0.34 means a 34% yield). (1) The product is [CH3:1][C:2]1([CH3:21])[CH:6]([C:7]2[CH:8]=[CH:9][CH:10]=[CH:11][CH:12]=2)[C:5]2[C:13]([CH3:20])=[C:14]([N:19]3[CH2:20][C:13]4[CH:14]=[C:15]5[O:23][CH2:22][O:25][C:16]5=[CH:4][C:5]=4[CH2:6]3)[C:15]([CH3:18])=[C:16]([CH3:17])[C:4]=2[O:3]1. The reactants are [CH3:1][C:2]1([CH3:21])[CH:6]([C:7]2[CH:12]=[CH:11][CH:10]=[CH:9][CH:8]=2)[C:5]2[C:13]([CH3:20])=[C:14]([NH2:19])[C:15]([CH3:18])=[C:16]([CH3:17])[C:4]=2[O:3]1.[C:22](=[O:25])([O-])[O-:23].[Na+].[Na+]. The yield is 0.560. The catalyst is O1CCCC1.[I-].C([N+](CCCC)(CCCC)CCCC)CCC. (2) The reactants are [CH3:1][C:2]1[N:7]=[C:6]([OH:8])[CH:5]=[CH:4][C:3]=1[N+:9]([O-:11])=[O:10].[Cl:12][C:13]1[CH:18]=[CH:17][CH:16]=[C:15]([Cl:19])[C:14]=1[N:20]1[C:24]([CH2:25]O)=[C:23]([CH:27]([CH3:29])[CH3:28])[N:22]=[N:21]1.C1(P(C2C=CC=CC=2)C2C=CC=CC=2)C=CC=CC=1.N(C(OC(C)C)=O)=NC(OC(C)C)=O. The catalyst is C1C=CC=CC=1. The product is [Cl:19][C:15]1[CH:16]=[CH:17][CH:18]=[C:13]([Cl:12])[C:14]=1[N:20]1[C:24]([CH2:25][O:8][C:6]2[N:7]=[C:2]([CH3:1])[C:3]([N+:9]([O-:11])=[O:10])=[CH:4][CH:5]=2)=[C:23]([CH:27]([CH3:29])[CH3:28])[N:22]=[N:21]1. The yield is 0.830. (3) The reactants are [CH3:1][N:2]([CH2:10][CH2:11][CH:12]=[O:13])[C:3](=[O:9])[O:4][C:5]([CH3:8])([CH3:7])[CH3:6].[CH2:14]([Mg]Cl)[CH2:15][CH2:16][CH3:17].[Cl-].[NH4+]. The catalyst is O1CCCC1. The product is [OH:13][CH:12]([CH2:14][CH2:15][CH2:16][CH3:17])[CH2:11][CH2:10][N:2]([CH3:1])[C:3](=[O:9])[O:4][C:5]([CH3:8])([CH3:6])[CH3:7]. The yield is 0.650. (4) The reactants are [C:1]1([CH:7](O)[CH:8]=[CH:9][CH3:10])[CH:6]=[CH:5][CH:4]=[CH:3][CH:2]=1.Cl.CC[O:15]CC.C(=O)(O)[O-].[Na+]. The catalyst is O1CCOCC1. The product is [C:1]1([CH:7]=[CH:8][CH:9]([OH:15])[CH3:10])[CH:6]=[CH:5][CH:4]=[CH:3][CH:2]=1. The yield is 0.968. (5) The reactants are [Cl:1][C:2]1[CH:7]=[C:6]2[CH2:8][O:9][C:10]3[CH:37]=[C:36]4[C:13]([CH:14]=[CH:15][C:16]5[N:20]=[C:19]([C@@H:21]6[CH2:25][C@H:24]([O:26][CH2:27][CH3:28])[CH2:23][N:22]6C(OC(C)(C)C)=O)[NH:18][C:17]=54)=[CH:12][C:11]=3[C:5]2=[CH:4][CH:3]=1.Cl.[CH3:39][O:40][C:41]([NH:43][C@@H:44]([CH:48]([CH3:50])[CH3:49])[C:45](O)=[O:46])=[O:42].CN(C(ON1N=NC2C=CC=NC1=2)=[N+](C)C)C.F[P-](F)(F)(F)(F)F.CCN(C(C)C)C(C)C. The catalyst is C(Cl)Cl.CO. The product is [Cl:1][C:2]1[CH:7]=[C:6]2[CH2:8][O:9][C:10]3[CH:37]=[C:36]4[C:13]([CH:14]=[CH:15][C:16]5[N:20]=[C:19]([C@@H:21]6[CH2:25][C@H:24]([O:26][CH2:27][CH3:28])[CH2:23][N:22]6[C:45](=[O:46])[C@@H:44]([NH:43][C:41](=[O:42])[O:40][CH3:39])[CH:48]([CH3:50])[CH3:49])[NH:18][C:17]=54)=[CH:12][C:11]=3[C:5]2=[CH:4][CH:3]=1. The yield is 0.900.